From a dataset of Forward reaction prediction with 1.9M reactions from USPTO patents (1976-2016). Predict the product of the given reaction. (1) Given the reactants CN(C)CCN(C)C.[C:9]([O-:12])([O-])=[O:10].[K+].[K+].[C:15]([C:17]1[CH:22]=[CH:21][CH:20]=[CH:19][CH:18]=1)#[CH:16], predict the reaction product. The product is: [C:17]1([C:15]#[C:16][C:9]([OH:12])=[O:10])[CH:22]=[CH:21][CH:20]=[CH:19][CH:18]=1. (2) Given the reactants [Cl:1][C:2]1[CH:10]=[CH:9][C:5]([C:6]([O-:8])=[O:7])=[CH:4][C:3]=1[NH:11][C:12]1[C:17]([Cl:18])=[CH:16][CH:15]=[CH:14][N:13]=1.Br[CH2:20][CH2:21][CH2:22][O:23][CH:24]1[CH2:29][CH2:28][CH2:27][CH2:26][O:25]1, predict the reaction product. The product is: [Cl:1][C:2]1[CH:10]=[CH:9][C:5]([C:6]([OH:8])=[O:7])=[CH:4][C:3]=1[N:11]([C:12]1[C:17]([Cl:18])=[CH:16][CH:15]=[CH:14][N:13]=1)[CH2:20][CH2:21][CH2:22][O:23][CH:24]1[CH2:29][CH2:28][CH2:27][CH2:26][O:25]1. (3) Given the reactants [OH-].[Na+].[CH:3]1([C:6]2[CH:11]=[C:10]([CH2:12][N:13]3[CH2:16][C:15]4([CH2:20][C:19]([N:21]5[CH2:26][CH2:25][C:24]([CH2:32][CH3:33])([C:27]([O:29]CC)=[O:28])[CH2:23][CH2:22]5)=[N:18][O:17]4)[CH2:14]3)[CH:9]=[C:8]([O:34][CH2:35][CH3:36])[C:7]=2[C:37]2[CH:42]=[CH:41][C:40]([F:43])=[CH:39][CH:38]=2)[CH2:5][CH2:4]1.Cl, predict the reaction product. The product is: [CH:3]1([C:6]2[CH:11]=[C:10]([CH2:12][N:13]3[CH2:16][C:15]4([CH2:20][C:19]([N:21]5[CH2:26][CH2:25][C:24]([CH2:32][CH3:33])([C:27]([OH:29])=[O:28])[CH2:23][CH2:22]5)=[N:18][O:17]4)[CH2:14]3)[CH:9]=[C:8]([O:34][CH2:35][CH3:36])[C:7]=2[C:37]2[CH:42]=[CH:41][C:40]([F:43])=[CH:39][CH:38]=2)[CH2:4][CH2:5]1. (4) Given the reactants C(OC(=O)[NH:7][C:8]1[CH:13]=[CH:12][C:11]([O:14][CH3:15])=[CH:10][C:9]=1[CH2:16][CH:17](O)[CH:18]([CH3:21])[CH2:19][CH3:20])(C)(C)C.FC(F)(F)C(O)=O, predict the reaction product. The product is: [CH3:21][CH:18]([C:17]1[NH:7][C:8]2[C:9]([CH:16]=1)=[CH:10][C:11]([O:14][CH3:15])=[CH:12][CH:13]=2)[CH2:19][CH3:20]. (5) Given the reactants C([O:8][C:9](=[O:32])[C:10]1[CH:15]=[CH:14][C:13]([O:16][CH2:17][CH2:18][CH:19]2[CH2:24][CH2:23][N:22](C(OC(C)(C)C)=O)[CH2:21][CH2:20]2)=[CH:12][CH:11]=1)C1C=CC=CC=1.N1CCC(CCOC2C=CC(C(OCC3C=CC=CC=3)=O)=CC=2)CC1.[N:58]1[CH:63]=[CH:62][CH:61]=[CH:60][C:59]=1[S:64](N)(=[O:66])=[O:65], predict the reaction product. The product is: [N:58]1[CH:63]=[CH:62][CH:61]=[CH:60][C:59]=1[S:64]([N:22]1[CH2:21][CH2:20][CH:19]([CH2:18][CH2:17][O:16][C:13]2[CH:12]=[CH:11][C:10]([C:9]([OH:8])=[O:32])=[CH:15][CH:14]=2)[CH2:24][CH2:23]1)(=[O:66])=[O:65]. (6) Given the reactants [F:1][C:2]1[CH:3]=[C:4]([C@H:9]([N:15]2[C:23]3[C:18](=[CH:19][CH:20]=[CH:21][CH:22]=3)[C:17]([CH3:25])([CH3:24])[C:16]2=[O:26])[C@H:10]([OH:14])[CH2:11][NH:12][CH3:13])[CH:5]=[C:6]([F:8])[CH:7]=1.FC1C=C([C@H](N2C3C(=CC=CC=3)C(C)(C)C2=O)[C@H](O)CO)C=C(F)C=1.[ClH:52], predict the reaction product. The product is: [ClH:52].[F:1][C:2]1[CH:3]=[C:4]([C@H:9]([N:15]2[C:23]3[C:18](=[CH:19][CH:20]=[CH:21][CH:22]=3)[C:17]([CH3:24])([CH3:25])[C:16]2=[O:26])[C@H:10]([OH:14])[CH2:11][NH:12][CH3:13])[CH:5]=[C:6]([F:8])[CH:7]=1. (7) The product is: [CH2:26]([O:25][C:24]1[C:15]([NH2:14])=[CH:16][C:17]2[C:22]([CH:23]=1)=[CH:21][C:20]([O:33][CH2:34][C:35]1[CH:40]=[CH:39][CH:38]=[CH:37][CH:36]=1)=[CH:19][CH:18]=2)[C:27]1[CH:28]=[CH:29][CH:30]=[CH:31][CH:32]=1. Given the reactants C(=[N:14][C:15]1[C:24]([O:25][CH2:26][C:27]2[CH:32]=[CH:31][CH:30]=[CH:29][CH:28]=2)=[CH:23][C:22]2[C:17](=[CH:18][CH:19]=[C:20]([O:33][CH2:34][C:35]3[CH:40]=[CH:39][CH:38]=[CH:37][CH:36]=3)[CH:21]=2)[CH:16]=1)(C1C=CC=CC=1)C1C=CC=CC=1.Cl.[OH-].[Na+], predict the reaction product. (8) Given the reactants C([O:3][C:4](=O)[CH:5]=[CH:6][CH:7]1[CH2:11][CH2:10][CH2:9][N:8]1[C:12]([O:14][CH2:15][C:16]1[CH:21]=[CH:20][CH:19]=[CH:18][CH:17]=1)=[O:13])C.[H-].C([Al+]CC(C)C)C(C)C, predict the reaction product. The product is: [CH2:15]([O:14][C:12]([N:8]1[CH2:9][CH2:10][CH2:11][CH:7]1[CH:6]=[CH:5][CH2:4][OH:3])=[O:13])[C:16]1[CH:21]=[CH:20][CH:19]=[CH:18][CH:17]=1. (9) Given the reactants [CH3:1][C:2]1[CH:7]=[CH:6][N:5]=[C:4]([CH2:8]O)[C:3]=1[CH2:10][O:11][CH:12]1[CH2:17][CH2:16][CH2:15][CH2:14][O:13]1.CCN(CC)CC.CS(Cl)(=O)=O.[F:30][C:31]([F:40])([F:39])[C:32]1[C:33]([OH:38])=[N:34][CH:35]=[CH:36][CH:37]=1, predict the reaction product. The product is: [CH3:1][C:2]1[CH:7]=[CH:6][N:5]=[C:4]([CH2:8][N:34]2[CH:35]=[CH:36][CH:37]=[C:32]([C:31]([F:39])([F:40])[F:30])[C:33]2=[O:38])[C:3]=1[CH2:10][O:11][CH:12]1[CH2:17][CH2:16][CH2:15][CH2:14][O:13]1.